Dataset: Peptide-MHC class I binding affinity with 185,985 pairs from IEDB/IMGT. Task: Regression. Given a peptide amino acid sequence and an MHC pseudo amino acid sequence, predict their binding affinity value. This is MHC class I binding data. (1) The peptide sequence is YPPPRYITV. The MHC is HLA-A02:11 with pseudo-sequence HLA-A02:11. The binding affinity (normalized) is 0.642. (2) The peptide sequence is IQRFSSLRR. The MHC is HLA-A11:01 with pseudo-sequence HLA-A11:01. The binding affinity (normalized) is 0.361. (3) The peptide sequence is LTYVVIAI. The MHC is H-2-Kb with pseudo-sequence H-2-Kb. The binding affinity (normalized) is 0.595. (4) The peptide sequence is MVRLPYKDA. The MHC is HLA-B15:01 with pseudo-sequence HLA-B15:01. The binding affinity (normalized) is 0. (5) The peptide sequence is ILKEPVHGV. The MHC is HLA-A01:01 with pseudo-sequence HLA-A01:01. The binding affinity (normalized) is 0.